This data is from Full USPTO retrosynthesis dataset with 1.9M reactions from patents (1976-2016). The task is: Predict the reactants needed to synthesize the given product. (1) The reactants are: [CH3:1][C@H:2]1[CH2:7][CH2:6][CH2:5][N:4]([C:8]([O:10][C:11]([CH3:14])([CH3:13])[CH3:12])=[O:9])[CH2:3]1.CN(CCN(C)C)C.[Li]C(CC)C.CN([CH:31]=[O:32])C. Given the product [CH:31]([C@@H:5]1[CH2:6][CH2:7][C@H:2]([CH3:1])[CH2:3][N:4]1[C:8]([O:10][C:11]([CH3:13])([CH3:12])[CH3:14])=[O:9])=[O:32], predict the reactants needed to synthesize it. (2) Given the product [I-:2].[C:3]12([CH2:13][CH2:14][N:15]([CH2:28][CH2:29][CH2:30][CH2:31][CH3:32])[C:16](=[O:17])[NH:18][CH2:19][CH2:20][CH2:21][C:22]3[CH:23]=[CH:24][N+:25]([CH3:1])=[CH:26][CH:27]=3)[CH2:4][CH:5]3[CH2:6][CH:7]([CH2:8][CH:9]([CH2:11]3)[CH2:10]1)[CH2:12]2, predict the reactants needed to synthesize it. The reactants are: [CH3:1][I:2].[C:3]12([CH2:13][CH2:14][N:15]([CH2:28][CH2:29][CH2:30][CH2:31][CH3:32])[C:16]([NH:18][CH2:19][CH2:20][CH2:21][C:22]3[CH:27]=[CH:26][N:25]=[CH:24][CH:23]=3)=[O:17])[CH2:12][CH:7]3[CH2:8][CH:9]([CH2:11][CH:5]([CH2:6]3)[CH2:4]1)[CH2:10]2. (3) Given the product [C:1]([O:5][C:6]([N:8]1[C@@H:13]([C@@H:14]([OH:28])[C@@H:15]([NH2:25])[CH2:16][C:17]2[CH:22]=[C:21]([F:23])[CH:20]=[C:19]([Cl:24])[CH:18]=2)[CH2:12][O:11][C@@H:10]([O:29][CH2:30][C:31]([CH3:34])([CH3:33])[CH3:32])[CH2:9]1)=[O:7])([CH3:2])([CH3:4])[CH3:3], predict the reactants needed to synthesize it. The reactants are: [C:1]([O:5][C:6]([N:8]1[C@@H:13]([C@@H:14]([OH:28])[C@@H:15]([N+:25]([O-])=O)[CH2:16][C:17]2[CH:22]=[C:21]([F:23])[CH:20]=[C:19]([Cl:24])[CH:18]=2)[CH2:12][O:11][C@@H:10]([O:29][CH2:30][C:31]([CH3:34])([CH3:33])[CH3:32])[CH2:9]1)=[O:7])([CH3:4])([CH3:3])[CH3:2].[BH4-].[Na+]. (4) Given the product [C:1]([O:5][C:6]([N:8]1[CH2:9][CH2:10][C:11]([C:14]#[N:15])([NH:16][C:50]([C:49]2[CH:48]=[N:47][CH:46]=[C:45]([CH3:44])[CH:53]=2)=[O:51])[CH2:12][CH2:13]1)=[O:7])([CH3:4])([CH3:2])[CH3:3], predict the reactants needed to synthesize it. The reactants are: [C:1]([O:5][C:6]([N:8]1[CH2:13][CH2:12][C:11]([NH2:16])([C:14]#[N:15])[CH2:10][CH2:9]1)=[O:7])([CH3:4])([CH3:3])[CH3:2].F[P-](F)(F)(F)(F)F.N1(O[P+](N(C)C)(N(C)C)N(C)C)C2C=CC=CC=2N=N1.[CH3:44][C:45]1[CH:46]=[N:47][CH:48]=[C:49]([CH:53]=1)[C:50](O)=[O:51].